This data is from Forward reaction prediction with 1.9M reactions from USPTO patents (1976-2016). The task is: Predict the product of the given reaction. (1) Given the reactants Br[C:2]1[CH:7]=[C:6]([Cl:8])[CH:5]=[CH:4][C:3]=1[N:9]1[CH:13]=[CH:12][CH:11]=[CH:10]1.C([Li])CCC.[CH2:19]([O:21][C:22]1[C:29]([O:30][CH3:31])=[CH:28][CH:27]=[CH:26][C:23]=1[CH:24]=[O:25])[CH3:20].C(OCC)(=O)C, predict the reaction product. The product is: [Cl:8][C:6]1[CH:5]=[CH:4][C:3]([N:9]2[CH:13]=[CH:12][CH:11]=[CH:10]2)=[C:2]([CH:24]([C:23]2[CH:26]=[CH:27][CH:28]=[C:29]([O:30][CH3:31])[C:22]=2[O:21][CH2:19][CH3:20])[OH:25])[CH:7]=1. (2) Given the reactants [OH:1][C:2]1[CH:3]=[C:4]2[C:9](=[CH:10][CH:11]=1)[C:8](=[O:12])[CH2:7][CH2:6][C:5]2([CH3:14])[CH3:13].[F:15][C:16]([F:29])([F:28])[S:17](O[S:17]([C:16]([F:29])([F:28])[F:15])(=[O:19])=[O:18])(=[O:19])=[O:18], predict the reaction product. The product is: [F:15][C:16]([F:29])([F:28])[S:17]([O:1][C:2]1[CH:11]=[CH:10][C:9]2[C:8](=[O:12])[CH2:7][CH2:6][C:5]([CH3:14])([CH3:13])[C:4]=2[CH:3]=1)(=[O:19])=[O:18]. (3) The product is: [Cl:1][C:2]1[CH:8]=[CH:7][C:5]2[O:6][C@@H:23]([CH2:14][OH:13])[CH2:22][O:9][C:4]=2[CH:3]=1. Given the reactants [Cl:1][C:2]1[CH:3]=[C:4]([OH:9])[C:5](=[CH:7][CH:8]=1)[OH:6].C([O:13][C:14]1[C:14](=[CH:23][C:22](Cl)=[CH:22][CH:23]=1)[O:13]C(=O)C)(=O)C.[O-]P([O-])([O-])=O.[K+].[K+].[K+].C(OS(C1C=CC=C([N+]([O-])=O)C=1)(=O)=O)[C@@H]1OC1.[OH-].[Na+], predict the reaction product. (4) Given the reactants CS([C:5]1[N:10]=[C:9]([C:11]2[C:19]3[C:14](=[N:15][C:16]([NH:20][CH2:21][CH2:22][N:23]([CH3:25])[CH3:24])=[N:17][CH:18]=3)[NH:13][N:12]=2)[CH:8]=[CH:7][N:6]=1)(=O)=O.[Cl:26][C:27]1[CH:28]=[C:29]([CH:32]=[CH:33][CH:34]=1)[CH2:30][NH2:31], predict the reaction product. The product is: [Cl:26][C:27]1[CH:28]=[C:29]([CH:32]=[CH:33][CH:34]=1)[CH2:30][NH:31][C:5]1[N:10]=[C:9]([C:11]2[C:19]3[C:14](=[N:15][C:16]([NH:20][CH2:21][CH2:22][N:23]([CH3:25])[CH3:24])=[N:17][CH:18]=3)[NH:13][N:12]=2)[CH:8]=[CH:7][N:6]=1. (5) Given the reactants C[O:2][C:3](=O)[CH2:4][CH2:5][CH2:6][CH:7]=[CH:8][C:9]1[CH:14]=[CH:13][CH:12]=[C:11]([C:15](=[O:21])[NH:16][CH:17]([CH3:20])[CH2:18][OH:19])[CH:10]=1.[NH3:23], predict the reaction product. The product is: [C:3]([CH2:4][CH2:5][CH2:6][CH:7]=[CH:8][C:9]1[CH:10]=[C:11]([CH:12]=[CH:13][CH:14]=1)[C:15]([NH:16][CH:17]([CH3:20])[CH2:18][OH:19])=[O:21])(=[O:2])[NH2:23]. (6) Given the reactants [F:1][C:2]1[N:10]=[C:9]2[C:5]([N:6]=[CH:7][NH:8]2)=[C:4]([NH:11][CH2:12][C:13]2[CH:14]=[N:15][C:16]([CH3:19])=[CH:17][CH:18]=2)[N:3]=1.C([O-])([O-])=O.[K+].[K+].Br[CH:27]([CH3:29])[CH3:28].C(Cl)Cl.CCOCC.CO, predict the reaction product. The product is: [F:1][C:2]1[N:10]=[C:9]2[C:5]([N:6]=[CH:7][N:8]2[CH:27]([CH3:29])[CH3:28])=[C:4]([NH:11][CH2:12][C:13]2[CH:14]=[N:15][C:16]([CH3:19])=[CH:17][CH:18]=2)[N:3]=1. (7) Given the reactants [O:1]1[CH:5]=[CH:4][CH:3]=[C:2]1[C:6]1[O:7][C:8]([CH3:38])=[C:9]([CH2:11][O:12][C:13]2[CH:35]=[CH:34][C:16]([CH2:17][O:18][C:19]3[C:23](/[CH:24]=[CH:25]/[CH2:26][OH:27])=[CH:22][N:21]([C:28]4[CH:33]=[CH:32][CH:31]=[CH:30][CH:29]=4)[N:20]=3)=[CH:15][C:14]=2[O:36][CH3:37])[N:10]=1, predict the reaction product. The product is: [O:1]1[CH:5]=[CH:4][CH:3]=[C:2]1[C:6]1[O:7][C:8]([CH3:38])=[C:9]([CH2:11][O:12][C:13]2[CH:35]=[CH:34][C:16]([CH2:17][O:18][C:19]3[C:23](/[CH:24]=[CH:25]/[CH:26]=[O:27])=[CH:22][N:21]([C:28]4[CH:29]=[CH:30][CH:31]=[CH:32][CH:33]=4)[N:20]=3)=[CH:15][C:14]=2[O:36][CH3:37])[N:10]=1.